From a dataset of Peptide-MHC class I binding affinity with 185,985 pairs from IEDB/IMGT. Regression. Given a peptide amino acid sequence and an MHC pseudo amino acid sequence, predict their binding affinity value. This is MHC class I binding data. (1) The peptide sequence is ILISLINSLV. The MHC is HLA-A02:01 with pseudo-sequence HLA-A02:01. The binding affinity (normalized) is 0.592. (2) The peptide sequence is HTTTGRTSL. The MHC is HLA-A02:19 with pseudo-sequence HLA-A02:19. The binding affinity (normalized) is 0.0847. (3) The peptide sequence is VIPMFSAL. The MHC is HLA-A02:06 with pseudo-sequence HLA-A02:06. The binding affinity (normalized) is 0.412. (4) The peptide sequence is VLYGPDAPTI. The MHC is HLA-A02:01 with pseudo-sequence HLA-A02:01. The binding affinity (normalized) is 0.493. (5) The binding affinity (normalized) is 0.695. The MHC is HLA-A02:01 with pseudo-sequence HLA-A02:01. The peptide sequence is VVPYEPPEV. (6) The peptide sequence is TQIGCTLNF. The MHC is HLA-B15:01 with pseudo-sequence HLA-B15:01. The binding affinity (normalized) is 0.916.